Dataset: Full USPTO retrosynthesis dataset with 1.9M reactions from patents (1976-2016). Task: Predict the reactants needed to synthesize the given product. (1) Given the product [Cl:40][CH2:39][CH2:38][O:37][C:33]1[CH:32]=[C:31]([CH:36]=[CH:35][CH:34]=1)[CH2:30][N:11]1[C:10]2[CH:41]=[CH:42][C:7]([OH:6])=[CH:8][C:9]=2[O:15][CH2:14][CH:13]([C:16]2[CH:17]=[CH:18][C:19]([OH:22])=[CH:20][CH:21]=2)[CH2:12]1, predict the reactants needed to synthesize it. The reactants are: C([Si](C)(C)[O:6][C:7]1[CH:42]=[CH:41][C:10]2[N:11]([CH2:30][C:31]3[CH:36]=[CH:35][CH:34]=[C:33]([O:37][CH2:38][CH2:39][Cl:40])[CH:32]=3)[CH2:12][CH:13]([C:16]3[CH:21]=[CH:20][C:19]([O:22][Si](C(C)(C)C)(C)C)=[CH:18][CH:17]=3)[CH2:14][O:15][C:9]=2[CH:8]=1)(C)(C)C.CCCC[N+](CCCC)(CCCC)CCCC.[F-]. (2) Given the product [Cl:1][CH2:2][CH2:3][CH2:4][CH:5]([C:9]1[CH:14]=[C:13]([CH:15]([CH3:17])[CH3:16])[C:12]([O:18][CH3:19])=[CH:11][C:10]=1[CH3:20])[C:6]([NH:23][NH:22][C:21]([O:25][C:26]([CH3:29])([CH3:28])[CH3:27])=[O:24])=[O:8], predict the reactants needed to synthesize it. The reactants are: [Cl:1][CH2:2][CH2:3][CH2:4][CH:5]([C:9]1[CH:14]=[C:13]([CH:15]([CH3:17])[CH3:16])[C:12]([O:18][CH3:19])=[CH:11][C:10]=1[CH3:20])[C:6]([OH:8])=O.[C:21]([O:25][C:26]([CH3:29])([CH3:28])[CH3:27])(=[O:24])[NH:22][NH2:23].C(N(CC)C(C)C)(C)C.O=C1N(P(Cl)(N2CCOC2=O)=O)CCO1. (3) Given the product [F:1][B-:2]([F:5])([F:4])[F:3].[CH3:12][N:13]([CH3:19])[CH:14]=[C:15]([C:16](=[O:18])[CH3:17])[CH:24]=[CH:23][CH:22]=[N+:21]([CH3:26])[CH3:20], predict the reactants needed to synthesize it. The reactants are: [F:1][B-:2]([F:5])([F:4])[F:3].[NH+]1C=CC=CC=1.[CH3:12][N:13]([CH3:19])/[CH:14]=[CH:15]/[C:16](=[O:18])[CH3:17].[CH3:20][N:21]([CH3:26])[CH:22]=[CH:23][CH:24]=O.